Dataset: Full USPTO retrosynthesis dataset with 1.9M reactions from patents (1976-2016). Task: Predict the reactants needed to synthesize the given product. (1) Given the product [I-:1].[CH2:25]([N:10]([CH2:4][CH2:5][CH2:6][CH2:7][CH2:8][CH3:9])[C:11]1[CH:12]=[CH:13][C:14]2[NH2+:15][C:16]3[C:21]([S:22][C:23]=2[CH:24]=1)=[CH:20][C:19]([N:90]([CH2:89][CH2:88][N:87]([CH2:93][CH3:94])[CH2:85][CH3:86])[CH2:91][CH3:92])=[CH:18][CH:17]=3)[CH2:26][CH2:27][CH2:28][CH2:29][CH3:30], predict the reactants needed to synthesize it. The reactants are: [I-:1].[I-:1].[I-:1].[CH2:4]([N:10]([CH2:25][CH2:26][CH2:27][CH2:28][CH2:29][CH3:30])[C:11]1[CH:12]=[CH:13][C:14]2[NH2+:15][C:16]3[C:21]([S:22][C:23]=2[CH:24]=1)=[CH:20][CH:19]=[CH:18][CH:17]=3)[CH2:5][CH2:6][CH2:7][CH2:8][CH3:9].[CH2:4]([N:10]([C:11]1[CH:12]=[CH:13][C:14]2[NH2+:15][C:16]3[C:21]([S:22][C:23]=2[CH:24]=1)=[CH:20][CH:19]=[CH:18][CH:17]=3)[CH2:25][CH2:26][CH2:27][CH2:28][CH2:29][CH3:30])[CH2:5][CH2:6][CH2:7][CH2:8][CH3:9].[CH2:25]([N:10]([C:11]1[CH:12]=[CH:13][C:14]2[NH2+:15][C:16]3[C:21]([S:22][C:23]=2[CH:24]=1)=[CH:20][CH:19]=[CH:18][CH:17]=3)[CH2:4][CH2:5][CH2:6][CH2:7][CH2:8][CH3:9])[CH2:26][CH2:27][CH2:28][CH2:29][CH3:30].[CH2:85]([N:87]([CH2:93][CH3:94])[CH2:88][CH2:89][NH:90][CH2:91][CH3:92])[CH3:86]. (2) Given the product [F:8][C:4]1[C:3]([N+:9]([O-:11])=[O:10])=[C:2]([CH:7]=[CH:6][CH:5]=1)[NH:28][CH2:27][CH2:26][CH2:25][CH2:24][O:23][CH3:22], predict the reactants needed to synthesize it. The reactants are: F[C:2]1[CH:7]=[CH:6][CH:5]=[C:4]([F:8])[C:3]=1[N+:9]([O-:11])=[O:10].C(N(C(C)C)CC)(C)C.Cl.[CH3:22][O:23][CH2:24][CH2:25][CH2:26][CH2:27][NH2:28]. (3) The reactants are: [Cl:1][C:2]1[N:11]=[CH:10][C:9]2[NH:8][CH2:7][C@@H:6]3[CH2:12][O:13][CH2:14][CH2:15][N:5]3[C:4]=2[N:3]=1.[CH3:16][C:17]([CH3:31])([CH3:30])[CH:18]([NH:22][C:23](=[O:29])[O:24][C:25]([CH3:28])([CH3:27])[CH3:26])[CH2:19][CH:20]=O. Given the product [Cl:1][C:2]1[N:11]=[CH:10][C:9]2[N:8]([CH2:20][CH2:19][CH:18]([NH:22][C:23](=[O:29])[O:24][C:25]([CH3:28])([CH3:27])[CH3:26])[C:17]([CH3:16])([CH3:30])[CH3:31])[CH2:7][C@@H:6]3[CH2:12][O:13][CH2:14][CH2:15][N:5]3[C:4]=2[N:3]=1, predict the reactants needed to synthesize it. (4) Given the product [CH3:1][C:2]1[CH:7]=[CH:6][C:5]([S:8]([N:11]2[C:19]3[CH:18]=[CH:17][CH:16]=[C:15]([CH:20]=[O:31])[C:14]=3[CH:13]=[CH:12]2)(=[O:10])=[O:9])=[CH:4][CH:3]=1, predict the reactants needed to synthesize it. The reactants are: [CH3:1][C:2]1[CH:7]=[CH:6][C:5]([S:8]([N:11]2[C:19]3[C:14](=[C:15]([CH:20]=C)[CH:16]=[CH:17][CH:18]=3)[CH:13]=[CH:12]2)(=[O:10])=[O:9])=[CH:4][CH:3]=1.N1C(C)=CC=CC=1C.I([O-])(=O)(=O)=[O:31].[Na+]. (5) Given the product [Cl:19][C:20]1[C:29]2[C:24](=[CH:25][CH:26]=[CH:27][CH:28]=2)[C:23]([OH:30])=[C:22]([CH:6]([C:5]2[CH:13]=[CH:14][CH:15]=[C:16]([O:17][CH3:18])[C:4]=2[O:3][CH3:2])[N:7]2[CH2:12][CH2:11][O:10][CH2:9][CH2:8]2)[CH:21]=1, predict the reactants needed to synthesize it. The reactants are: [Cl-].[CH3:2][O:3][C:4]1[C:16]([O:17][CH3:18])=[CH:15][CH:14]=[CH:13][C:5]=1[CH:6]=[N+:7]1[CH2:12][CH2:11][O:10][CH2:9][CH2:8]1.[Cl:19][C:20]1[C:29]2[C:24](=[CH:25][CH:26]=[CH:27][CH:28]=2)[C:23]([OH:30])=[CH:22][CH:21]=1.